This data is from Forward reaction prediction with 1.9M reactions from USPTO patents (1976-2016). The task is: Predict the product of the given reaction. (1) Given the reactants [Br:1][C:2]1[CH:3]=[C:4]2[C:8](=[CH:9][CH:10]=1)[NH:7][C:6](=[O:11])[C:5]2=[O:12].[CH3:13][O:14][CH2:15]OC.B(F)(F)F.CCOCC.CCCCCC, predict the reaction product. The product is: [Br:1][C:2]1[CH:3]=[C:4]2[C:8](=[CH:9][CH:10]=1)[N:7]([CH2:13][O:14][CH3:15])[C:6](=[O:11])[C:5]2=[O:12]. (2) Given the reactants [Br:1][C:2]1[CH:3]=[C:4]([NH2:9])[C:5](Cl)=[N:6][CH:7]=1.[F:10][C:11]1[CH:16]=[C:15]([F:17])[CH:14]=[CH:13][C:12]=1[S:18](Cl)(=[O:20])=[O:19].Cl, predict the reaction product. The product is: [Br:1][C:2]1[CH:3]=[C:4]([NH:9][S:18]([C:12]2[CH:13]=[CH:14][C:15]([F:17])=[CH:16][C:11]=2[F:10])(=[O:20])=[O:19])[CH:5]=[N:6][CH:7]=1. (3) Given the reactants [F:1][C:2]1[CH:7]=[CH:6][C:5]([Mg]Br)=[CH:4][CH:3]=1.[F:10][C:11]1[CH:12]=[C:13](/[CH:17]=[CH:18]/[C:19]([N:21]2[C@@H:25]([C:26]3[CH:31]=[CH:30][CH:29]=[CH:28][CH:27]=3)[CH2:24][O:23][C:22]2=[O:32])=[O:20])[CH:14]=[CH:15][CH:16]=1, predict the reaction product. The product is: [F:10][C:11]1[CH:12]=[C:13]([C@@H:17]([C:5]2[CH:6]=[CH:7][C:2]([F:1])=[CH:3][CH:4]=2)[CH2:18][C:19]([N:21]2[C@@H:25]([C:26]3[CH:27]=[CH:28][CH:29]=[CH:30][CH:31]=3)[CH2:24][O:23][C:22]2=[O:32])=[O:20])[CH:14]=[CH:15][CH:16]=1. (4) Given the reactants ClC1C=CC=C2C=1C(=O)N(C1C=[C:14]([CH:32]=[CH:33][CH:34]=1)[C:15]([NH:17][CH2:18][CH2:19][CH:20]1[CH2:25][CH2:24][N:23]([C:26]3[CH:31]=[CH:30][N:29]=[CH:28][CH:27]=3)[CH2:22][CH2:21]1)=[O:16])C2.[Cl:35][C:36]1[CH:37]=[CH:38][CH:39]=[C:40]2[C:44]=1[C:43](=[O:45])[N:42](C1SC(C(O)=O)=CC=1)[CH2:41]2.ClC1C=CC=C2C=1C(=O)N(C1C=C(C=CC=1)C(O)=O)C2.COC(=O)C1C(Cl)=CC=CC=1CBr.COC(C1[S:92]C(N)=CC=1)=O.FC(F)(F)C(O)=O.N1(C2C=CN=CC=2)CCC(CCN)CC1, predict the reaction product. The product is: [N:23]1([C:26]2[CH:27]=[CH:28][N:29]=[CH:30][CH:31]=2)[CH2:22][CH2:21][CH:20]([CH2:19][CH2:18][NH:17][C:15]([C:14]2[S:92][C:34]([N:42]3[CH2:41][C:40]4[C:44](=[C:36]([Cl:35])[CH:37]=[CH:38][CH:39]=4)[C:43]3=[O:45])=[CH:33][CH:32]=2)=[O:16])[CH2:25][CH2:24]1.